Predict the product of the given reaction. From a dataset of Forward reaction prediction with 1.9M reactions from USPTO patents (1976-2016). Given the reactants [Si]([O:8][CH:9]([C:22]1[O:23][CH:24]=[C:25]([C:27](=[O:32])[C:28]([F:31])([F:30])[F:29])[N:26]=1)[CH2:10][CH2:11][CH2:12][CH2:13][CH2:14][CH2:15][C:16]1[CH:21]=[CH:20][CH:19]=[CH:18][CH:17]=1)(C(C)(C)C)(C)C.C1C=CN=CC=1.F, predict the reaction product. The product is: [F:31][C:28]([F:29])([F:30])[C:27]([C:25]1[N:26]=[C:22]([CH:9]([OH:8])[CH2:10][CH2:11][CH2:12][CH2:13][CH2:14][CH2:15][C:16]2[CH:17]=[CH:18][CH:19]=[CH:20][CH:21]=2)[O:23][CH:24]=1)=[O:32].